Predict the reaction yield, written as a fraction of the theoretical maximum amount of product (1.0 means a 100% yield; for example, 0.34 means a 34% yield). From a dataset of Reaction yield outcomes from USPTO patents with 853,638 reactions. (1) The reactants are [F:1][C:2]1[CH:7]=[C:6]([N+:8]([O-])=O)[C:5]([NH:11][CH2:12][CH2:13][CH2:14][OH:15])=[C:4]([N+:16]([O-])=O)[CH:3]=1. The product is [NH2:16][C:4]1[CH:3]=[C:2]([F:1])[CH:7]=[C:6]([NH2:8])[C:5]=1[NH:11][CH2:12][CH2:13][CH2:14][OH:15]. The catalyst is O1CCCC1.[Pd]. The yield is 1.00. (2) The reactants are [F:1][C:2]1[CH:3]=[C:4]([OH:8])[CH:5]=[CH:6][CH:7]=1.[Br:9][CH2:10][CH2:11][CH2:12]Br.C([O-])([O-])=O.[Cs+].[Cs+]. The catalyst is C(#N)C. The product is [F:1][C:2]1[CH:3]=[C:4]([O:8][CH2:12][CH2:11][CH2:10][Br:9])[CH:5]=[CH:6][CH:7]=1. The yield is 0.132. (3) The reactants are [CH3:1][C:2]([CH3:8])([C:6]#[CH:7])[CH2:3][CH2:4][OH:5].[CH3:9][O:10][C:11]([C:13]1[S:14][C:15](I)=[CH:16][C:17]=1[N:18]([CH:28]1[CH2:33][CH2:32][CH:31]([O:34][Si:35]([C:38]([CH3:41])([CH3:40])[CH3:39])([CH3:37])[CH3:36])[CH2:30][CH2:29]1)[C:19]([CH:21]1[CH2:26][CH2:25][CH:24]([CH3:27])[CH2:23][CH2:22]1)=[O:20])=[O:12].C(N(CC)CC)C. The catalyst is CN(C=O)C.Cl[Pd](Cl)([P](C1C=CC=CC=1)(C1C=CC=CC=1)C1C=CC=CC=1)[P](C1C=CC=CC=1)(C1C=CC=CC=1)C1C=CC=CC=1.[Cu]I. The product is [CH3:9][O:10][C:11]([C:13]1[S:14][C:15]([C:7]#[C:6][C:2]([CH3:8])([CH3:1])[CH2:3][CH2:4][OH:5])=[CH:16][C:17]=1[N:18]([CH:28]1[CH2:29][CH2:30][CH:31]([O:34][Si:35]([C:38]([CH3:39])([CH3:41])[CH3:40])([CH3:36])[CH3:37])[CH2:32][CH2:33]1)[C:19]([CH:21]1[CH2:22][CH2:23][CH:24]([CH3:27])[CH2:25][CH2:26]1)=[O:20])=[O:12]. The yield is 0.900. (4) The reactants are N[C:2]1[C:7]([N+:8]([O-:10])=[O:9])=[C:6]([CH3:11])[C:5]([Br:12])=[CH:4][N:3]=1.II.[Br:15][C:16]1[C:17]([CH3:26])=[C:18]([N+:23]([O-:25])=[O:24])[C:19](I)=[N:20][CH:21]=1.I([O-])(=O)(=O)=O.[Na+].[OH2:33]. The catalyst is C1COCC1.[Cu](Br)Br.[Os](=O)(=O)(=O)=O. The product is [Br:12][C:5]1[C:6]([CH3:11])=[C:7]([N+:8]([O-:10])=[O:9])[C:2]([CH:16]=[O:33])=[N:3][CH:4]=1.[Br:15][C:16]1[C:17]([CH3:26])=[C:18]([N+:23]([O-:25])=[O:24])[C:19]([CH:2]=[CH2:7])=[N:20][CH:21]=1. The yield is 0.590. (5) The reactants are C(O)C=C.[CH3:5][CH2:6][Mg+].[Br-].[CH2:9]([C:12]1[C:17]2[C:18](=[O:24])[O:19][C:20](C)(C)[O:21][C:16]=2[CH:15]=[CH:14][CH:13]=1)[CH:10]=[CH2:11].[NH4+].[Cl-]. The catalyst is C1COCC1.O.C(OCC)C. The product is [CH2:9]([C:12]1[C:17]([C:18]([O:19][CH2:20][CH:6]=[CH2:5])=[O:24])=[C:16]([OH:21])[CH:15]=[CH:14][CH:13]=1)[CH:10]=[CH2:11]. The yield is 0.900. (6) The yield is 0.930. The reactants are [CH3:1][O:2][CH:3]([O:14][CH3:15])[C:4](=[CH:7][C:8]1[CH:9]=[N:10][CH:11]=[CH:12][CH:13]=1)[C:5]#[N:6].[BH4-].[Na+]. The product is [CH3:15][O:14][CH:3]([O:2][CH3:1])[CH:4]([C:5]#[N:6])[CH2:7][C:8]1[CH:9]=[N:10][CH:11]=[CH:12][CH:13]=1. The catalyst is C(O)C. (7) The reactants are [Na].F[C:3]1[CH:12]=[C:11]2[C:6]([C:7]([OH:13])=[N:8][CH:9]=[N:10]2)=[CH:5][C:4]=1[N+:14]([O-:16])=[O:15].Cl.[CH3:18][OH:19]. No catalyst specified. The product is [CH3:18][O:19][C:3]1[CH:12]=[C:11]2[C:6]([C:7]([OH:13])=[N:8][CH:9]=[N:10]2)=[CH:5][C:4]=1[N+:14]([O-:16])=[O:15]. The yield is 0.920.